This data is from Full USPTO retrosynthesis dataset with 1.9M reactions from patents (1976-2016). The task is: Predict the reactants needed to synthesize the given product. (1) Given the product [NH2:1][C:2]1[CH:7]=[C:6]([F:8])[C:5]([S:39][CH2:32][C:33]2[CH:38]=[CH:37][CH:36]=[CH:35][CH:34]=2)=[CH:4][C:3]=1/[CH:10]=[CH:11]/[C:12]([O:14][CH2:15][CH3:16])=[O:13], predict the reactants needed to synthesize it. The reactants are: [NH2:1][C:2]1[CH:7]=[C:6]([F:8])[C:5](Br)=[CH:4][C:3]=1/[CH:10]=[CH:11]/[C:12]([O:14][CH2:15][CH3:16])=[O:13].O1CCOCC1.CCN(C(C)C)C(C)C.[CH2:32]([SH:39])[C:33]1[CH:38]=[CH:37][CH:36]=[CH:35][CH:34]=1. (2) Given the product [C:1]([O:5][C:6]([N:8]1[C:12]2=[C:13]3[C:18](=[CH:19][CH:20]=[C:11]2[C:10]([C:22]([O:24][C:25]([CH3:28])([CH3:27])[CH3:26])=[O:23])=[C:9]1[CH2:29][Br:37])[CH:17]=[N:16][C:15]([Cl:21])=[CH:14]3)=[O:7])([CH3:4])([CH3:3])[CH3:2], predict the reactants needed to synthesize it. The reactants are: [C:1]([O:5][C:6]([N:8]1[C:12]2=[C:13]3[C:18](=[CH:19][CH:20]=[C:11]2[C:10]([C:22]([O:24][C:25]([CH3:28])([CH3:27])[CH3:26])=[O:23])=[C:9]1[CH3:29])[CH:17]=[N:16][C:15]([Cl:21])=[CH:14]3)=[O:7])([CH3:4])([CH3:3])[CH3:2].C1C(=O)N([Br:37])C(=O)C1.C(OOC(=O)C1C=CC=CC=1)(=O)C1C=CC=CC=1. (3) Given the product [C:1]([O:5][C:6](=[O:34])[N:7]([C:16]1[S:17][C@:18]2([CH2:32][F:33])[C@H:20]([C@:21]([C:24]3[C:25]([O:36][CH3:35])=[N:26][CH:27]=[C:28]([Br:30])[CH:29]=3)([CH3:23])[N:22]=1)[CH2:19]2)[CH2:8][O:9][CH2:10][CH2:11][Si:12]([CH3:15])([CH3:14])[CH3:13])([CH3:2])([CH3:3])[CH3:4], predict the reactants needed to synthesize it. The reactants are: [C:1]([O:5][C:6](=[O:34])[N:7]([C:16]1[S:17][C@:18]2([CH2:32][F:33])[C@H:20]([C@:21]([C:24]3[C:25](F)=[N:26][CH:27]=[C:28]([Br:30])[CH:29]=3)([CH3:23])[N:22]=1)[CH2:19]2)[CH2:8][O:9][CH2:10][CH2:11][Si:12]([CH3:15])([CH3:14])[CH3:13])([CH3:4])([CH3:3])[CH3:2].[CH3:35][O-:36].[Na+]. (4) Given the product [Cl:12][C:8]1[CH:9]=[C:10]2[C:5](=[CH:6][CH:7]=1)[C:4](=[O:13])[NH:3][C:2]([N:18]1[CH2:19][CH2:20][N:15]([CH3:14])[CH2:16][CH2:17]1)=[CH:11]2, predict the reactants needed to synthesize it. The reactants are: Cl[C:2]1[NH:3][C:4](=[O:13])[C:5]2[C:10]([CH:11]=1)=[CH:9][C:8]([Cl:12])=[CH:7][CH:6]=2.[CH3:14][N:15]1[CH2:20][CH2:19][NH:18][CH2:17][CH2:16]1. (5) Given the product [Cl:1][C:2]1[CH:7]=[C:6]([C:8]2[C:9]3[CH:16]=[C:15]([CH2:17][O:18][C:21]4[CH:26]=[CH:25][C:24]([C@@H:27]([C:34]#[C:35][CH3:36])[CH2:28][C:29]([O:31][CH2:32][CH3:33])=[O:30])=[CH:23][CH:22]=4)[CH:14]=[CH:13][C:10]=3[S:11][CH:12]=2)[C:5]([CH3:19])=[CH:4][N:3]=1, predict the reactants needed to synthesize it. The reactants are: [Cl:1][C:2]1[CH:7]=[C:6]([C:8]2[C:9]3[CH:16]=[C:15]([CH2:17][OH:18])[CH:14]=[CH:13][C:10]=3[S:11][CH:12]=2)[C:5]([CH3:19])=[CH:4][N:3]=1.O[C:21]1[CH:26]=[CH:25][C:24]([C@@H:27]([C:34]#[C:35][CH3:36])[CH2:28][C:29]([O:31][CH2:32][CH3:33])=[O:30])=[CH:23][CH:22]=1.P(CCCC)(CCCC)CCCC.C1CCN(C(N=NC(N2CCCCC2)=O)=O)CC1. (6) The reactants are: [CH2:1]([O:3][C:4](=[O:12])[C:5]([CH3:11])([CH3:10])[CH2:6][CH2:7][CH2:8]Br)[CH3:2].NC(N)=[S:15].[OH-].[Na+]. Given the product [CH2:1]([O:3][C:4](=[O:12])[C:5]([CH3:11])([CH3:10])[CH2:6][CH2:7][CH2:8][SH:15])[CH3:2], predict the reactants needed to synthesize it. (7) Given the product [CH3:32][NH:19][CH2:18][C@@H:17]([NH:16][C:2]1[C:3]2[N:11]=[CH:10][CH:9]=[C:8]([C:12]([NH2:14])=[O:13])[C:4]=2[N:5]=[CH:6][N:7]=1)[C:33]1[CH:38]=[C:37]([F:39])[C:36]([F:40])=[CH:35][C:34]=1[F:41], predict the reactants needed to synthesize it. The reactants are: O[C:2]1[C:3]2[N:11]=[CH:10][CH:9]=[C:8]([C:12]([NH2:14])=[O:13])[C:4]=2[N:5]=[CH:6][N:7]=1.Cl.[NH2:16][C@@H:17]([C:33]1[CH:38]=[C:37]([F:39])[C:36]([F:40])=[CH:35][C:34]=1[F:41])[CH2:18][N:19]([CH3:32])S(C1C=CC([N+]([O-])=O)=CC=1)(=O)=O.